The task is: Predict the reaction yield, written as a fraction of the theoretical maximum amount of product (1.0 means a 100% yield; for example, 0.34 means a 34% yield).. This data is from Reaction yield outcomes from USPTO patents with 853,638 reactions. (1) The reactants are CC1C=CC(S(O[CH2:12][CH2:13][CH2:14][CH2:15][C:16]2[C:24]3[C:19](=[CH:20][CH:21]=[C:22]([F:25])[CH:23]=3)[NH:18][CH:17]=2)(=O)=O)=CC=1.[CH3:26][O:27][C:28]1[CH:33]=[C:32]([O:34][CH3:35])[N:31]=[C:30]([N:36]2[CH2:41][CH2:40][NH:39][CH2:38][CH2:37]2)[N:29]=1.C(=O)([O-])[O-].[K+].[K+].[I-].[K+]. The catalyst is C(#N)C. The product is [CH3:26][O:27][C:28]1[CH:33]=[C:32]([O:34][CH3:35])[N:31]=[C:30]([N:36]2[CH2:37][CH2:38][N:39]([CH2:12][CH2:13][CH2:14][CH2:15][C:16]3[C:24]4[C:19](=[CH:20][CH:21]=[C:22]([F:25])[CH:23]=4)[NH:18][CH:17]=3)[CH2:40][CH2:41]2)[N:29]=1. The yield is 0.700. (2) The reactants are Cl[C:2]1[CH:7]=[CH:6][N:5]=[CH:4][C:3]=1[N+:8]([O-:10])=[O:9].[F:11][C:12]1[CH:17]=[CH:16][C:15](B(O)O)=[C:14]([CH3:21])[CH:13]=1.C(=O)([O-])[O-].[K+].[K+]. The catalyst is O1CCOCC1. The product is [F:11][C:12]1[CH:17]=[CH:16][C:15]([C:2]2[CH:7]=[CH:6][N:5]=[CH:4][C:3]=2[N+:8]([O-:10])=[O:9])=[C:14]([CH3:21])[CH:13]=1. The yield is 0.900. (3) The reactants are [O:1]=[C:2]([CH2:9][CH2:10][CH3:11])[CH2:3][C:4]([O:6][CH2:7][CH3:8])=[O:5].[CH2:12](O)[CH2:13][OH:14].C(OCC)(OCC)OCC. The catalyst is O.C1(C)C=CC(S(O)(=O)=O)=CC=1.O. The product is [CH2:9]([C:2]1([CH2:3][C:4]([O:6][CH2:7][CH3:8])=[O:5])[O:14][CH2:13][CH2:12][O:1]1)[CH2:10][CH3:11]. The yield is 0.970. (4) The reactants are [NH:1]1[C:5]2[CH:6]=[CH:7][C:8]([C:10]([N:12]3[CH2:17][CH2:16][CH2:15][C@@H:14]4[C:18]5[CH:19]=[CH:20][C:21]([C:25](O)=[O:26])=[CH:22][C:23]=5[CH2:24][C@H:13]34)=[O:11])=[CH:9][C:4]=2[N:3]=[CH:2]1.[CH3:28][NH2:29]. No catalyst specified. The product is [CH3:28][NH:29][C:25]([C:21]1[CH:20]=[CH:19][C:18]2[C@@H:14]3[C@@H:13]([N:12]([C:10]([C:8]4[CH:7]=[CH:6][C:5]5[NH:1][CH:2]=[N:3][C:4]=5[CH:9]=4)=[O:11])[CH2:17][CH2:16][CH2:15]3)[CH2:24][C:23]=2[CH:22]=1)=[O:26]. The yield is 0.190. (5) The reactants are OS(O)(=O)=O.[NH2:6][C:7]1[CH:12]=[CH:11][C:10]([Br:13])=[CH:9][N:8]=1.[K].Cl[CH:16]([CH:22]=O)[C:17]([O:19][CH2:20][CH3:21])=[O:18]. The catalyst is CCO. The product is [Br:13][C:10]1[CH:11]=[CH:12][C:7]2[N:8]([C:16]([C:17]([O:19][CH2:20][CH3:21])=[O:18])=[CH:22][N:6]=2)[CH:9]=1. The yield is 0.550.